The task is: Predict which catalyst facilitates the given reaction.. This data is from Catalyst prediction with 721,799 reactions and 888 catalyst types from USPTO. (1) Reactant: [BH4-].[Na+].CO.[CH3:5][O:6][C:7](=[O:32])[CH2:8][O:9][CH2:10][C:11]#[C:12][CH2:13][N:14]1[C@@H:19](/[CH:20]=[CH:21]/[C:22](=[O:30])[CH2:23][C:24]2[CH:29]=[CH:28][CH:27]=[CH:26][CH:25]=2)[CH2:18][CH2:17][CH2:16][C:15]1=[O:31]. Product: [CH3:5][O:6][C:7](=[O:32])[CH2:8][O:9][CH2:10][C:11]#[C:12][CH2:13][N:14]1[C:15](=[O:31])[CH2:16][CH2:17][CH2:18][C@@H:19]1/[CH:20]=[CH:21]/[CH:22]([OH:30])[CH2:23][C:24]1[CH:29]=[CH:28][CH:27]=[CH:26][CH:25]=1.[OH:6][CH2:7][CH2:8][O:9][CH2:10][C:11]#[C:12][CH2:13][N:14]1[C@@H:19](/[CH:20]=[CH:21]/[CH:22]([OH:30])[CH2:23][C:24]2[CH:25]=[CH:26][CH:27]=[CH:28][CH:29]=2)[CH2:18][CH2:17][CH2:16][C:15]1=[O:31]. The catalyst class is: 2. (2) The catalyst class is: 1. Reactant: [Cl:1][C:2]1[CH:3]=[C:4]2[C:8](=[CH:9][CH:10]=1)[NH:7][C:6]([C:11](N(OC)C)=[O:12])=[CH:5]2.[Li][CH2:18][CH2:19][CH2:20][CH3:21]. Product: [Cl:1][C:2]1[CH:3]=[C:4]2[C:8](=[CH:9][CH:10]=1)[NH:7][C:6]([C:11](=[O:12])[CH2:18][CH2:19][CH2:20][CH3:21])=[CH:5]2. (3) Reactant: [CH2:1]([O:8][C:9]1[CH:14]=[CH:13][N:12]([CH2:15][C:16]([C:18]2[CH:23]=[CH:22][C:21](CO)=[CH:20][CH:19]=2)=[O:17])[C:11](=[O:26])[CH:10]=1)[C:2]1[CH:7]=[CH:6][CH:5]=[CH:4][CH:3]=1.C(OC1C=CNC(=O)C=1)C1C=CC=CC=1.ClCC(C1C=C2C(=CC=1)[CH2:51][N:50]([C:55](=[O:60])[C:56]([F:59])([F:58])[F:57])[CH2:49]2)=O. Product: [CH2:1]([O:8][C:9]1[CH:14]=[CH:13][N:12]([CH2:15][C:16](=[O:17])[C:18]2[CH:19]=[C:20]3[C:21](=[CH:22][CH:23]=2)[CH2:51][N:50]([C:55](=[O:60])[C:56]([F:59])([F:58])[F:57])[CH2:49]3)[C:11](=[O:26])[CH:10]=1)[C:2]1[CH:3]=[CH:4][CH:5]=[CH:6][CH:7]=1. The catalyst class is: 16. (4) Reactant: Cl[CH2:2][C:3]([NH:5][C:6]1[CH:11]=[CH:10][C:9]([N:12]2[C:16]([CH:17]3[CH2:19][CH2:18]3)=[CH:15][C:14]([CH:20]3[CH2:22][CH2:21]3)=[N:13]2)=[CH:8][CH:7]=1)=[O:4].[NH:23]1[CH2:28][CH2:27][O:26][CH2:25][CH2:24]1.[H-].[Na+].O. Product: [CH:20]1([C:14]2[CH:15]=[C:16]([CH:17]3[CH2:19][CH2:18]3)[N:12]([C:9]3[CH:10]=[CH:11][C:6]([NH:5][C:3](=[O:4])[CH2:2][N:23]4[CH2:28][CH2:27][O:26][CH2:25][CH2:24]4)=[CH:7][CH:8]=3)[N:13]=2)[CH2:22][CH2:21]1. The catalyst class is: 31. (5) Reactant: [CH3:1][O:2][C:3]1[CH:4]=[C:5]([C:13]2[C:21]3[C:16](=[CH:17][CH:18]=[C:19]([CH:22]=O)[CH:20]=3)[NH:15][N:14]=2)[CH:6]=[C:7]([O:11][CH3:12])[C:8]=1[O:9][CH3:10].[C:24]([CH2:26][C:27]([NH:29][CH3:30])=[O:28])#[N:25].[CH2:31]1CCN2C(=NCCC2)CC1. Product: [C:24]([C:26](=[CH:22][C:19]1[CH:20]=[C:21]2[C:16](=[CH:17][CH:18]=1)[NH:15][N:14]=[C:13]2[C:5]1[CH:4]=[C:3]([O:2][CH3:1])[C:8]([O:9][CH3:10])=[C:7]([O:11][CH3:12])[CH:6]=1)[C:27]([N:29]([CH3:31])[CH3:30])=[O:28])#[N:25]. The catalyst class is: 49.